Dataset: Forward reaction prediction with 1.9M reactions from USPTO patents (1976-2016). Task: Predict the product of the given reaction. (1) Given the reactants C([O:4][C@H:5]1[CH2:10][CH2:9][C@@:8]([C@H:12]2[CH2:20][CH2:19][C@@:18]3([CH3:21])[C@@H:14]([CH2:15][CH2:16][C:17]3=[CH2:22])[C@@H:13]2[CH2:23][NH2:24])([CH3:11])[C@@H:7]([CH2:25][OH:26])[CH2:6]1)(=O)C.F[B-](F)(F)F.N1(OC(N(C)C)=[N+](C)C)C2C=CC=CC=2N=N1.[C:49](O)(=[O:53])[CH:50]([CH3:52])[CH3:51].C(N(CC)C(C)C)(C)C, predict the reaction product. The product is: [OH:4][C@H:5]1[CH2:10][CH2:9][C@@:8]([C@H:12]2[CH2:20][CH2:19][C@@:18]3([CH3:21])[C@@H:14]([CH2:15][CH2:16][C:17]3=[CH2:22])[C@@H:13]2[CH2:23][NH:24][C:49](=[O:53])[CH:50]([CH3:52])[CH3:51])([CH3:11])[C@@H:7]([CH2:25][OH:26])[CH2:6]1. (2) Given the reactants [N:1]([CH2:4][CH:5]([OH:23])[CH2:6][N:7]1[C:13]2[CH:14]=[CH:15][CH:16]=[CH:17][C:12]=2[CH2:11][CH2:10][C:9]2[CH:18]=[CH:19][C:20]([Cl:22])=[CH:21][C:8]1=2)=[N+]=[N-].C1C=CC(P(C2C=CC=CC=2)C2C=CC=CC=2)=CC=1, predict the reaction product. The product is: [NH2:1][CH2:4][CH:5]([OH:23])[CH2:6][N:7]1[C:13]2[CH:14]=[CH:15][CH:16]=[CH:17][C:12]=2[CH2:11][CH2:10][C:9]2[CH:18]=[CH:19][C:20]([Cl:22])=[CH:21][C:8]1=2. (3) Given the reactants Cl[C:2]1[N:7]=[C:6]([NH:8][C:9]2[N:14]=[CH:13][C:12]3[N:15]=[CH:16][N:17]([CH:18]([CH3:20])[CH3:19])[C:11]=3[CH:10]=2)[CH:5]=[CH:4][N:3]=1.[O:21]1[C:25]2([CH2:30][CH2:29][NH:28][CH2:27][CH2:26]2)[CH2:24][NH:23][C:22]1=[O:31].C(N(CC)CC)C, predict the reaction product. The product is: [CH:18]([N:17]1[C:11]2[CH:10]=[C:9]([NH:8][C:6]3[CH:5]=[CH:4][N:3]=[C:2]([N:28]4[CH2:27][CH2:26][C:25]5([O:21][C:22](=[O:31])[NH:23][CH2:24]5)[CH2:30][CH2:29]4)[N:7]=3)[N:14]=[CH:13][C:12]=2[N:15]=[CH:16]1)([CH3:20])[CH3:19]. (4) Given the reactants [Cl:1][C:2]1[CH:7]=[CH:6][CH:5]=[CH:4][C:3]=1[C:8]1[CH:17]=[C:16]([CH2:18][OH:19])[CH:15]=[C:14]2[C:9]=1[CH2:10][NH:11][C:12](=[O:28])[N:13]2[C:20]1[C:25]([Cl:26])=[CH:24][CH:23]=[CH:22][C:21]=1[Cl:27].C[N+]1([O-])CCOCC1, predict the reaction product. The product is: [Cl:1][C:2]1[CH:7]=[CH:6][CH:5]=[CH:4][C:3]=1[C:8]1[CH:17]=[C:16]([CH:18]=[O:19])[CH:15]=[C:14]2[C:9]=1[CH2:10][NH:11][C:12](=[O:28])[N:13]2[C:20]1[C:21]([Cl:27])=[CH:22][CH:23]=[CH:24][C:25]=1[Cl:26]. (5) Given the reactants [Cl:1][C:2]1[N:7]=[C:6]([CH3:8])[C:5]2[C:9]([I:12])=[N:10][NH:11][C:4]=2[CH:3]=1.[H-].[K+].[C:15](Cl)([C:28]1[CH:33]=[CH:32][CH:31]=[CH:30][CH:29]=1)([C:22]1[CH:27]=[CH:26][CH:25]=[CH:24][CH:23]=1)[C:16]1[CH:21]=[CH:20][CH:19]=[CH:18][CH:17]=1.C(=O)(O)[O-].[Na+], predict the reaction product. The product is: [Cl:1][C:2]1[N:7]=[C:6]([CH3:8])[C:5]2[C:9]([I:12])=[N:10][N:11]([C:15]([C:16]3[CH:21]=[CH:20][CH:19]=[CH:18][CH:17]=3)([C:28]3[CH:29]=[CH:30][CH:31]=[CH:32][CH:33]=3)[C:22]3[CH:23]=[CH:24][CH:25]=[CH:26][CH:27]=3)[C:4]=2[CH:3]=1.